From a dataset of Forward reaction prediction with 1.9M reactions from USPTO patents (1976-2016). Predict the product of the given reaction. (1) Given the reactants Cl[CH2:2][C:3]1[NH:4][C:5]2[CH:10]=[C:9]([C:11]3[CH:16]=[CH:15][C:14]([O:17][CH2:18][CH3:19])=[C:13]([C:20]([F:23])([F:22])[F:21])[CH:12]=3)[N:8]=[C:7]([C:24]#[N:25])[C:6]=2[N:26]=1.[NH2:27][C:28]1[CH:29]=[N:30][CH:31]=[CH:32][CH:33]=1, predict the reaction product. The product is: [CH2:18]([O:17][C:14]1[CH:15]=[CH:16][C:11]([C:9]2[N:8]=[C:7]([C:24]#[N:25])[C:6]3[N:26]=[C:3]([CH2:2][NH:27][C:28]4[CH:29]=[N:30][CH:31]=[CH:32][CH:33]=4)[NH:4][C:5]=3[CH:10]=2)=[CH:12][C:13]=1[C:20]([F:23])([F:22])[F:21])[CH3:19]. (2) The product is: [O:12]1[C:15]2[CH:16]=[CH:17][CH:18]=[CH:19][C:14]=2[N:13]=[C:10]1[CH2:9][C:6]1[CH:5]=[CH:4][C:3]([CH2:2][OH:1])=[CH:8][CH:7]=1. Given the reactants [OH:1][CH2:2][C:3]1[CH:8]=[CH:7][C:6]([CH2:9][C:10]([OH:12])=O)=[CH:5][CH:4]=1.[NH2:13][C:14]1[CH:19]=[CH:18][CH:17]=[CH:16][C:15]=1O.C(N1C=CN=C1)(N1C=CN=C1)=O, predict the reaction product. (3) Given the reactants [C:1]([N:4]1[C:12]2[C:7](=[CH:8][CH:9]=[C:10]([F:13])[CH:11]=2)[CH2:6][C:5]1=[O:14])(=[O:3])[CH3:2].[C:15]([NH:18][CH2:19][C:20]1[CH:21]=[C:22]([CH:26]=[CH:27][CH:28]=1)[C:23](O)=[O:24])(=[O:17])[CH3:16], predict the reaction product. The product is: [C:1]([N:4]1[C:12]2[C:7](=[CH:8][CH:9]=[C:10]([F:13])[CH:11]=2)[C:6](=[C:23]([OH:24])[C:22]2[CH:26]=[CH:27][CH:28]=[C:20]([CH2:19][NH:18][C:15](=[O:17])[CH3:16])[CH:21]=2)[C:5]1=[O:14])(=[O:3])[CH3:2].